From a dataset of Full USPTO retrosynthesis dataset with 1.9M reactions from patents (1976-2016). Predict the reactants needed to synthesize the given product. (1) Given the product [F:12][C:13]1[CH:20]=[CH:19][C:16]([CH2:17][NH:18][C:35](=[O:36])[C:34]2[CH:39]=[CH:40][N:41]=[C:32]([N:29]3[CH2:30][CH2:31][N:27]([CH2:26][C:25]4[CH:24]=[CH:23][C:22]([F:21])=[CH:44][CH:43]=4)[C:28]3=[O:42])[CH:33]=2)=[CH:15][CH:14]=1, predict the reactants needed to synthesize it. The reactants are: C(N)C1C=CC=CC=1.C(N)C.[F:12][C:13]1[CH:20]=[CH:19][C:16]([CH2:17][NH2:18])=[CH:15][CH:14]=1.[F:21][C:22]1[CH:44]=[CH:43][C:25]([CH2:26][N:27]2[CH2:31][CH2:30][N:29]([C:32]3[CH:33]=[C:34]([CH:39]=[CH:40][N:41]=3)[C:35](OC)=[O:36])[C:28]2=[O:42])=[CH:24][CH:23]=1. (2) Given the product [Cl:37][C:28]1[CH:27]=[N:26][CH:25]=[C:24]([Cl:23])[C:29]=1[C:30]1[C:31](=[O:33])[N:21]([CH3:22])[C:3]2[N:4]=[C:5]([NH:8][C:9]3[CH:14]=[CH:13][C:12]([N:15]4[CH2:20][CH2:19][O:18][CH2:17][CH2:16]4)=[CH:11][CH:10]=3)[N:6]=[CH:7][C:2]=2[N:1]=1, predict the reactants needed to synthesize it. The reactants are: [NH2:1][C:2]1[C:3]([NH:21][CH3:22])=[N:4][C:5]([NH:8][C:9]2[CH:14]=[CH:13][C:12]([N:15]3[CH2:20][CH2:19][O:18][CH2:17][CH2:16]3)=[CH:11][CH:10]=2)=[N:6][CH:7]=1.[Cl:23][C:24]1[CH:25]=[N:26][CH:27]=[C:28]([Cl:37])[C:29]=1[C:30](=O)[C:31]([O:33]CC)=O.CC(O)=O.